Predict the product of the given reaction. From a dataset of Forward reaction prediction with 1.9M reactions from USPTO patents (1976-2016). (1) Given the reactants C1C=CC(P(C2C(C3C(P(C4C=CC=CC=4)C4C=CC=CC=4)=CC=C4C=3C=CC=C4)=C3C(C=CC=C3)=CC=2)C2C=CC=CC=2)=CC=1.C(=O)([O-])[O-].[Cs+].[Cs+].Cl[C:54]1[N:59]=[C:58]([N:60]2[CH2:65][CH2:64][O:63][CH2:62][CH2:61]2)[N:57]=[C:56]([C:66]2[CH:67]=[N:68][C:69]([NH2:72])=[N:70][CH:71]=2)[CH:55]=1.[CH3:73][O:74][C:75]1[CH:84]=[CH:83][CH:82]=[C:81]2[C:76]=1[CH:77]=[C:78]([NH2:85])[CH:79]=[N:80]2, predict the reaction product. The product is: [NH2:72][C:69]1[N:68]=[CH:67][C:66]([C:56]2[N:57]=[C:58]([N:60]3[CH2:65][CH2:64][O:63][CH2:62][CH2:61]3)[N:59]=[C:54]([NH:85][C:78]3[CH:79]=[N:80][C:81]4[C:76]([CH:77]=3)=[C:75]([O:74][CH3:73])[CH:84]=[CH:83][CH:82]=4)[CH:55]=2)=[CH:71][N:70]=1. (2) Given the reactants C([O-])([O-])=O.[K+].[K+].[Na+].[I-].Cl[CH2:10][CH2:11][CH2:12][CH2:13][C:14]([C:16]1[CH:21]=[CH:20][CH:19]=[CH:18][C:17]=1[F:22])=[O:15].[CH3:23][CH:24]([CH3:40])[C:25]([NH:27][C:28]1[CH:33]=[CH:32][CH:31]=[C:30]([CH:34]2[CH2:39][CH2:38][NH:37][CH2:36][CH2:35]2)[CH:29]=1)=[O:26], predict the reaction product. The product is: [F:22][C:17]1[CH:18]=[CH:19][CH:20]=[CH:21][C:16]=1[C:14](=[O:15])[CH2:13][CH2:12][CH2:11][CH2:10][N:37]1[CH2:38][CH2:39][CH:34]([C:30]2[CH:29]=[C:28]([NH:27][C:25](=[O:26])[CH:24]([CH3:23])[CH3:40])[CH:33]=[CH:32][CH:31]=2)[CH2:35][CH2:36]1. (3) Given the reactants C(OC([C@H]1[C@H]([C:9]2[C:14]([CH3:15])=[CH:13][C:12]([CH3:16])=[CH:11][C:10]=2[CH3:17])N1)=O)C.[NH:18]1[CH2:20][CH2:19]1.[C:21](O)(=[O:23])C.[CH:25](Cl)(Cl)Cl.[CH3:29][OH:30], predict the reaction product. The product is: [CH2:29]([O:30][C:21](=[O:23])[C@H:20]([CH3:19])[NH:18][C:9]1[C:10]([CH3:17])=[CH:11][C:12]([CH3:16])=[CH:13][C:14]=1[CH3:15])[CH3:25]. (4) Given the reactants [CH3:1][O:2][C:3]1[CH:4]=[C:5]([CH:13]=[C:14]([N+:16]([O-])=O)[CH:15]=1)[C:6]([O:8][C:9]([CH3:12])([CH3:11])[CH3:10])=[O:7].O, predict the reaction product. The product is: [NH2:16][C:14]1[CH:13]=[C:5]([CH:4]=[C:3]([O:2][CH3:1])[CH:15]=1)[C:6]([O:8][C:9]([CH3:12])([CH3:11])[CH3:10])=[O:7]. (5) The product is: [CH3:1][C:2]([CH2:6][CH2:7][CH:8]=[C:9]([CH3:16])[CH2:10][CH2:11][CH:12]=[C:13]([CH3:15])[CH3:14])=[CH:3][CH:4]1[S:21][CH2:17][CH2:18][CH2:19][S:20]1. Given the reactants [CH3:1][C:2]([CH2:6][CH2:7][CH:8]=[C:9]([CH3:16])[CH2:10][CH2:11][CH:12]=[C:13]([CH3:15])[CH3:14])=[CH:3][CH:4]=O.[CH2:17]([SH:21])[CH2:18][CH2:19][SH:20].II, predict the reaction product.